This data is from Reaction yield outcomes from USPTO patents with 853,638 reactions. The task is: Predict the reaction yield, written as a fraction of the theoretical maximum amount of product (1.0 means a 100% yield; for example, 0.34 means a 34% yield). (1) The reactants are [NH2:1][C:2]1[CH:7]=[C:6]([N+:8]([O-:10])=[O:9])[CH:5]=[CH:4][C:3]=1[OH:11].O(CC)[C:13]([S-])=[S:14].[K+]. The catalyst is C(O)C. The product is [SH:14][C:13]1[O:11][C:3]2[CH:4]=[CH:5][C:6]([N+:8]([O-:10])=[O:9])=[CH:7][C:2]=2[N:1]=1. The yield is 0.760. (2) The reactants are C1(CN(C)C2C=C(O)C(=O)NN=2)CC1.C([O:22][C:23]1[CH:24]=[C:25]([N:37]([CH2:39][CH:40]2[CH2:45][CH2:44][CH2:43][CH2:42][CH2:41]2)[CH3:38])[N:26]=[N:27][C:28]=1[O:29]CC1C=CC=CC=1)C1C=CC=CC=1. No catalyst specified. The product is [CH:40]1([CH2:39][N:37]([CH3:38])[C:25]2[CH:24]=[C:23]([OH:22])[C:28](=[O:29])[NH:27][N:26]=2)[CH2:41][CH2:42][CH2:43][CH2:44][CH2:45]1. The yield is 0.260. (3) The reactants are [C:1]([O:5][C:6](=[O:37])[NH:7][C:8]1([C:12]2[CH:17]=[CH:16][C:15]([C:18]3[C:27]([C:28]4[CH:33]=[CH:32][CH:31]=[CH:30][CH:29]=4)=[CH:26][C:25]4[C:24](=O)[C:23](=[N:35][OH:36])[CH2:22][CH2:21][C:20]=4[N:19]=3)=[CH:14][CH:13]=2)[CH2:11][CH2:10][CH2:9]1)([CH3:4])([CH3:3])[CH3:2].[CH:38](=O)[CH3:39].[OH-].[NH4+:42]. The catalyst is C(O)C. The product is [C:1]([O:5][C:6](=[O:37])[NH:7][C:8]1([C:12]2[CH:17]=[CH:16][C:15]([C:18]3[C:27]([C:28]4[CH:33]=[CH:32][CH:31]=[CH:30][CH:29]=4)=[CH:26][C:25]4[C:24]5[N:42]=[C:38]([CH3:39])[N:35]([OH:36])[C:23]=5[CH2:22][CH2:21][C:20]=4[N:19]=3)=[CH:14][CH:13]=2)[CH2:9][CH2:10][CH2:11]1)([CH3:3])([CH3:2])[CH3:4]. The yield is 0.970. (4) The reactants are [CH3:1][S:2]([C:5]1[CH:10]=[CH:9][C:8](F)=[CH:7][CH:6]=1)(=[O:4])=[O:3].C([O-])([O-])=O.[Cs+].[Cs+].[CH3:18][O:19][C:20]([C:22]1[CH:23]=[C:24]([OH:32])[CH:25]=[C:26]2[O:30][CH:29]([CH3:31])[CH2:28][C:27]=12)=[O:21]. The catalyst is CN(C=O)C. The product is [CH3:18][O:19][C:20]([C:22]1[CH:23]=[C:24]([O:32][C:8]2[CH:9]=[CH:10][C:5]([S:2]([CH3:1])(=[O:4])=[O:3])=[CH:6][CH:7]=2)[CH:25]=[C:26]2[O:30][CH:29]([CH3:31])[CH2:28][C:27]=12)=[O:21]. The yield is 0.550. (5) The reactants are [NH2:1][C:2]1[CH:3]=[C:4]2[C:8](=[C:9]([F:11])[CH:10]=1)[N:7]([CH2:12][C:13]1[CH:18]=[CH:17][C:16]([CH:19]3[CH2:24][CH2:23][N:22]([C:25]([O:27][C:28]([CH3:31])([CH3:30])[CH3:29])=[O:26])[CH2:21][CH2:20]3)=[CH:15][N:14]=1)[CH2:6][CH2:5]2.C(OCC)(OCC)OCC.[N-:42]=[N+:43]=[N-:44].[Na+].[C:46](=O)([O-])O.[Na+]. The catalyst is C(O)(=O)C.O. The product is [F:11][C:9]1[CH:10]=[C:2]([N:1]2[CH:46]=[N:44][N:43]=[N:42]2)[CH:3]=[C:4]2[C:8]=1[N:7]([CH2:12][C:13]1[CH:18]=[CH:17][C:16]([CH:19]3[CH2:20][CH2:21][N:22]([C:25]([O:27][C:28]([CH3:31])([CH3:30])[CH3:29])=[O:26])[CH2:23][CH2:24]3)=[CH:15][N:14]=1)[CH2:6][CH2:5]2. The yield is 0.670.